From a dataset of NCI-60 drug combinations with 297,098 pairs across 59 cell lines. Regression. Given two drug SMILES strings and cell line genomic features, predict the synergy score measuring deviation from expected non-interaction effect. (1) Drug 1: CC12CCC3C(C1CCC2OP(=O)(O)O)CCC4=C3C=CC(=C4)OC(=O)N(CCCl)CCCl.[Na+]. Drug 2: CC1C(C(CC(O1)OC2CC(CC3=C2C(=C4C(=C3O)C(=O)C5=CC=CC=C5C4=O)O)(C(=O)C)O)N)O. Cell line: COLO 205. Synergy scores: CSS=66.4, Synergy_ZIP=12.5, Synergy_Bliss=13.1, Synergy_Loewe=-36.0, Synergy_HSA=12.3. (2) Synergy scores: CSS=0.911, Synergy_ZIP=-0.711, Synergy_Bliss=0.0819, Synergy_Loewe=-0.830, Synergy_HSA=-0.871. Cell line: UACC-257. Drug 1: CN1C(=O)N2C=NC(=C2N=N1)C(=O)N. Drug 2: CNC(=O)C1=NC=CC(=C1)OC2=CC=C(C=C2)NC(=O)NC3=CC(=C(C=C3)Cl)C(F)(F)F.